Dataset: Reaction yield outcomes from USPTO patents with 853,638 reactions. Task: Predict the reaction yield, written as a fraction of the theoretical maximum amount of product (1.0 means a 100% yield; for example, 0.34 means a 34% yield). (1) The reactants are [F:1][C:2]1[CH:8]=[C:7]([S:9][CH3:10])[CH:6]=[CH:5][C:3]=1[NH2:4].C[Si]([N-][Si](C)(C)C)(C)C.[Li+].Cl[C:22]1[N:23]([CH3:34])[C:24](=[O:33])[C:25]([F:32])=[CH:26][C:27]=1[C:28]([O:30][CH3:31])=[O:29]. The catalyst is C1COCC1. The product is [F:32][C:25]1[C:24](=[O:33])[N:23]([CH3:34])[C:22]([NH:4][C:3]2[CH:5]=[CH:6][C:7]([S:9][CH3:10])=[CH:8][C:2]=2[F:1])=[C:27]([C:28]([O:30][CH3:31])=[O:29])[CH:26]=1. The yield is 0.750. (2) The reactants are [NH2:1][C:2]1[N:3]=[CH:4][C:5]([C:17]2[CH2:22][CH2:21][N:20]([S:23]([CH2:26][CH2:27][N:28]3C(=O)C4C(=CC=CC=4)C3=O)(=[O:25])=[O:24])[CH2:19][CH:18]=2)=[N:6][C:7]=1[C:8]1[NH:12][C:11]2[CH:13]=[CH:14][CH:15]=[CH:16][C:10]=2[N:9]=1.NN. The catalyst is C(O)C.CS(C)=O. The product is [NH2:28][CH2:27][CH2:26][S:23]([N:20]1[CH2:19][CH:18]=[C:17]([C:5]2[N:6]=[C:7]([C:8]3[NH:12][C:11]4[CH:13]=[CH:14][CH:15]=[CH:16][C:10]=4[N:9]=3)[C:2]([NH2:1])=[N:3][CH:4]=2)[CH2:22][CH2:21]1)(=[O:25])=[O:24]. The yield is 0.180. (3) The reactants are [CH3:1][S:2]([NH2:5])(=[O:4])=[O:3].[H-].[Na+].[CH3:8][C:9]1([CH3:34])[CH2:18][C:17]2[C:12](=[CH:13][CH:14]=[C:15]([C:19](O)=[O:20])[CH:16]=2)[NH:11][CH:10]1[C:22]1[CH:27]=[CH:26][CH:25]=[C:24]([N:28]2[CH2:33][CH2:32][O:31][CH2:30][CH2:29]2)[CH:23]=1.C(N1C=CN=C1)(N1C=CN=C1)=O. The catalyst is CN(C)C=O. The product is [CH3:8][C:9]1([CH3:34])[CH2:18][C:17]2[C:12](=[CH:13][CH:14]=[C:15]([C:19]([NH:5][S:2]([CH3:1])(=[O:4])=[O:3])=[O:20])[CH:16]=2)[NH:11][CH:10]1[C:22]1[CH:27]=[CH:26][CH:25]=[C:24]([N:28]2[CH2:33][CH2:32][O:31][CH2:30][CH2:29]2)[CH:23]=1. The yield is 0.220.